Dataset: CYP2C19 inhibition data for predicting drug metabolism from PubChem BioAssay. Task: Regression/Classification. Given a drug SMILES string, predict its absorption, distribution, metabolism, or excretion properties. Task type varies by dataset: regression for continuous measurements (e.g., permeability, clearance, half-life) or binary classification for categorical outcomes (e.g., BBB penetration, CYP inhibition). Dataset: cyp2c19_veith. (1) The drug is O=C(c1cc(C(F)(F)F)cc(C(F)(F)F)c1)N1CCC2(CC1)CCN(c1ncccn1)CC2. The result is 0 (non-inhibitor). (2) The compound is COc1ccc(-c2nc3cnc(N4CCOCC4)nc3n(-c3ccc(OC)cc3)c2=O)cc1. The result is 0 (non-inhibitor). (3) The molecule is Nc1nc(-c2ccccc2)c(-c2ccccc2)s1. The result is 1 (inhibitor). (4) The drug is c1ccc(-c2nc(-c3cccs3)[nH]c2-c2ccccc2)cc1. The result is 1 (inhibitor). (5) The result is 0 (non-inhibitor). The drug is COc1cccc2c1C(=O)c1c(O)c3c(c(O)c1C2=O)C[C@@](O)(C(=O)CO)C[C@H]3O[C@H]1C[C@@H](N)[C@H](O)[C@@H](C)O1.[W]. (6) The drug is CC(C)NC(=O)N1CCC2(CC1)CCN(C(=O)c1cnccn1)CC2. The result is 0 (non-inhibitor). (7) The compound is COc1ccc(-n2cnnc2SCC(=O)Nc2ccc(N3CCOCC3)cc2)cc1. The result is 0 (non-inhibitor).